Dataset: Full USPTO retrosynthesis dataset with 1.9M reactions from patents (1976-2016). Task: Predict the reactants needed to synthesize the given product. (1) The reactants are: [NH2:1][CH2:2][CH2:3][CH2:4][CH2:5][CH2:6][OH:7].C(=O)([O-])[O-].[K+].[K+].[O:14]=[C:15]1[C:23]2[C:18](=[CH:19][CH:20]=[CH:21][CH:22]=2)[C:17](=[O:24])N1C(OCC)=O.O. Given the product [OH:7][CH2:6][CH2:5][CH2:4][CH2:3][CH2:2][N:1]1[C:15](=[O:14])[C:23]2[C:18](=[CH:19][CH:20]=[CH:21][CH:22]=2)[C:17]1=[O:24], predict the reactants needed to synthesize it. (2) Given the product [F:9][C:10]1[CH:18]=[C:17]([C:19]([O:28][CH3:27])=[O:20])[C:16]([CH3:22])=[CH:15][C:11]=1[C:12]([O:14][CH3:1])=[O:13], predict the reactants needed to synthesize it. The reactants are: [C:1](=O)([O-])[O-].[K+].[K+].IC.[F:9][C:10]1[CH:18]=[C:17]([C:19](O)=[O:20])[C:16]([CH3:22])=[CH:15][C:11]=1[C:12]([OH:14])=[O:13].O.CN([CH:27]=[O:28])C. (3) Given the product [O:1]([C:3]1[CH:4]=[C:5]([N:10]2[CH2:15][CH2:14][N:13]([CH3:16])[CH2:12][CH2:11]2)[CH:6]=[CH:7][C:8]=1[B:17]1[O:21][C:20]([CH3:23])([CH3:22])[C:19]([CH3:25])([CH3:24])[O:18]1)[CH3:2], predict the reactants needed to synthesize it. The reactants are: [O:1]([C:3]1[CH:4]=[C:5]([N:10]2[CH2:15][CH2:14][N:13]([CH3:16])[CH2:12][CH2:11]2)[CH:6]=[CH:7][C:8]=1Br)[CH3:2].[B:17]1([B:17]2[O:21][C:20]([CH3:23])([CH3:22])[C:19]([CH3:25])([CH3:24])[O:18]2)[O:21][C:20]([CH3:23])([CH3:22])[C:19]([CH3:25])([CH3:24])[O:18]1.[K].C([O-])(=O)C. (4) The reactants are: O=C1CCC(=O)N1O[C:9](=[O:19])[C:10]1[CH:15]=[CH:14][C:13]([C:16](=[O:18])[CH3:17])=[CH:12][CH:11]=1.C(OC(=O)[NH:26][C@H:27]([C:33](=[O:35])[NH2:34])[CH2:28][CH2:29][CH2:30][CH2:31][NH2:32])(C)(C)C.C(N(C(C)C)C(C)C)C. Given the product [C:16]([C:13]1[CH:12]=[CH:11][C:10]([C:9]([NH:32][CH2:31][CH2:30][CH2:29][CH2:28][C@H:27]([NH2:26])[C:33](=[O:35])[NH2:34])=[O:19])=[CH:15][CH:14]=1)(=[O:18])[CH3:17], predict the reactants needed to synthesize it. (5) Given the product [OH:8][C:9]1[CH:10]=[CH:11][C:4]([CH:5]=[O:1])=[CH:3][CH:2]=1, predict the reactants needed to synthesize it. The reactants are: [O:1]1[CH2:5][CH2:4][CH2:3][CH2:2]1.CC[O:8][CH2:9][CH3:10].[CH2:11](O)C. (6) Given the product [F:34][C:35]1[CH:36]=[CH:37][C:38]([C:41]([N:43]=[C:44]=[S:45])=[O:42])=[CH:39][CH:40]=1.[CH3:11][O:12][C:13]1[CH:14]=[C:15]2[C:20](=[CH:21][C:22]=1[O:23][CH3:24])[N:19]=[CH:18][CH:17]=[C:16]2[O:25][C:26]1[CH:32]=[CH:31][C:29]([NH:30][C:44]([NH:43][C:41](=[O:42])[C:38]2[CH:39]=[CH:40][C:35]([F:34])=[CH:36][CH:37]=2)=[S:45])=[C:28]([F:33])[CH:27]=1, predict the reactants needed to synthesize it. The reactants are: FC1C=CC(C(Cl)=O)=CC=1.[CH3:11][O:12][C:13]1[CH:14]=[C:15]2[C:20](=[CH:21][C:22]=1[O:23][CH3:24])[N:19]=[CH:18][CH:17]=[C:16]2[O:25][C:26]1[CH:32]=[CH:31][C:29]([NH2:30])=[C:28]([F:33])[CH:27]=1.[F:34][C:35]1[CH:40]=[CH:39][C:38]([C:41]([N:43]=[C:44]=[S:45])=[O:42])=[CH:37][CH:36]=1. (7) Given the product [ClH:4].[N:7]12[CH2:12][CH2:11][CH:10]([CH2:9][CH2:8]1)[C@@H:1]([C:2]([Cl:4])=[O:3])[CH2:14]2, predict the reactants needed to synthesize it. The reactants are: [C:1](Cl)(=O)[C:2]([Cl:4])=[O:3].[N:7]12[CH2:14]C[CH:10]([CH2:11][CH2:12]1)[C@@H:9](C(O)=O)[CH2:8]2.